Task: Predict the product of the given reaction.. Dataset: Forward reaction prediction with 1.9M reactions from USPTO patents (1976-2016) (1) Given the reactants Cl.Cl.Cl.[N:4]1[CH:9]=[CH:8][C:7]([CH2:10][C@H:11]([C:13]([N:15]2[CH2:20][CH2:19][CH:18]([CH:21]3[CH2:26][CH2:25][N:24]([CH3:27])[CH2:23][CH2:22]3)[CH2:17][CH2:16]2)=[O:14])[NH2:12])=[CH:6][CH:5]=1.[NH:28]1[C:36]2[C:31](=[CH:32][CH:33]=[C:34]([C:37](O)=[O:38])[CH:35]=2)[CH:30]=[CH:29]1, predict the reaction product. The product is: [NH:28]1[C:36]2[C:31](=[CH:32][CH:33]=[C:34]([C:37]([NH:12][C@@H:11]([C:13]([N:15]3[CH2:16][CH2:17][CH:18]([CH:21]4[CH2:26][CH2:25][N:24]([CH3:27])[CH2:23][CH2:22]4)[CH2:19][CH2:20]3)=[O:14])[CH2:10][C:7]3[CH:6]=[CH:5][N:4]=[CH:9][CH:8]=3)=[O:38])[CH:35]=2)[CH:30]=[CH:29]1. (2) Given the reactants F[C:2]1[CH:3]=[C:4]([N+:9]([O-:11])=[O:10])[CH:5]=[C:6](F)[CH:7]=1.CS(C)=O.[NH:16]1[CH2:21][CH2:20][O:19][CH2:18][CH2:17]1, predict the reaction product. The product is: [N:16]1([C:2]2[CH:7]=[C:6]([N:16]3[CH2:21][CH2:20][O:19][CH2:18][CH2:17]3)[CH:5]=[C:4]([N+:9]([O-:11])=[O:10])[CH:3]=2)[CH2:21][CH2:20][O:19][CH2:18][CH2:17]1. (3) Given the reactants [CH3:1][C:2]([OH:41])([C:4]1[CH:5]=[CH:6][CH:7]=[CH:8][C:9]=1[CH2:10][CH2:11][C@@H:12]([S:32][CH2:33][C:34]1([CH2:37][C:38]([OH:40])=[O:39])[CH2:36][CH2:35]1)[C:13]1[CH:14]=[CH:15][CH:16]=[C:17](/[CH:19]=[CH:20]/[C:21]2[CH:22]=[CH:23][C:24]3[CH:25]=[CH:26][C:27]([Cl:31])=[CH:28][C:29]=3[N:30]=2)[CH:18]=1)[CH3:3].C(N)CC.CC(C)([O-])C.[Na+:51], predict the reaction product. The product is: [CH3:3][C:2]([OH:41])([C:4]1[CH:5]=[CH:6][CH:7]=[CH:8][C:9]=1[CH2:10][CH2:11][C@@H:12]([S:32][CH2:33][C:34]1([CH2:37][C:38]([O-:40])=[O:39])[CH2:35][CH2:36]1)[C:13]1[CH:14]=[CH:15][CH:16]=[C:17](/[CH:19]=[CH:20]/[C:21]2[CH:22]=[CH:23][C:24]3[CH:25]=[CH:26][C:27]([Cl:31])=[CH:28][C:29]=3[N:30]=2)[CH:18]=1)[CH3:1].[Na+:51]. (4) Given the reactants [NH2:1][C:2]1[CH:7]=[CH:6][C:5]([C:8]([C:10]2[CH:15]=[CH:14][CH:13]=[CH:12][C:11]=2[CH3:16])=[O:9])=[C:4]([Cl:17])[CH:3]=1.C1C=CC(P([C:44]2[C:45](C3C(P(C4C=CC=CC=4)C4C=CC=CC=4)=C[CH:48]=[C:47]4[C:42]=3[CH:43]=[CH:44][CH:45]=[CH:46]4)=[C:46]3[C:47]([CH:48]=CC=C3)=[CH:42][CH:43]=2)C2C=CC=CC=2)=CC=1.[C:64]([O-:67])([O-])=[O:65].[Cs+].[Cs+], predict the reaction product. The product is: [Cl:17][C:4]1[CH:3]=[C:2]([NH:1][C:42]2[CH:43]=[CH:44][CH:45]=[CH:46][C:47]=2[CH2:48][O:9][CH2:8][CH2:5][CH2:4][O:65][CH:64]2[CH2:6][CH2:7][CH2:2][CH2:3][O:67]2)[CH:7]=[CH:6][C:5]=1[C:8]([C:10]1[CH:15]=[CH:14][CH:13]=[CH:12][C:11]=1[CH3:16])=[O:9]. (5) Given the reactants Cl[C:2]1[C:11]2[C:6](=[CH:7][CH:8]=[CH:9][CH:10]=2)[C:5]([CH2:12][CH2:13][C:14]2[CH:15]=[N:16][CH:17]=[CH:18][CH:19]=2)=[CH:4][N:3]=1.[C:20]([CH:24]1[CH2:29][CH2:28][CH:27]([NH2:30])[CH2:26][CH2:25]1)([CH3:23])([CH3:22])[CH3:21], predict the reaction product. The product is: [C:20]([C@H:24]1[CH2:25][CH2:26][C@H:27]([NH:30][C:2]2[C:11]3[C:6](=[CH:7][CH:8]=[CH:9][CH:10]=3)[C:5]([CH2:12][CH2:13][C:14]3[CH:15]=[N:16][CH:17]=[CH:18][CH:19]=3)=[CH:4][N:3]=2)[CH2:28][CH2:29]1)([CH3:23])([CH3:21])[CH3:22]. (6) The product is: [OH:2][CH:1]([CH:3]1[CH2:8][CH2:7][N:6]([C:9]([O:11][C:12]([CH3:15])([CH3:14])[CH3:13])=[O:10])[CH2:5][CH2:4]1)[CH3:16]. Given the reactants [CH:1]([CH:3]1[CH2:8][CH2:7][N:6]([C:9]([O:11][C:12]([CH3:15])([CH3:14])[CH3:13])=[O:10])[CH2:5][CH2:4]1)=[O:2].[CH3:16][Mg]Br, predict the reaction product.